From a dataset of NCI-60 drug combinations with 297,098 pairs across 59 cell lines. Regression. Given two drug SMILES strings and cell line genomic features, predict the synergy score measuring deviation from expected non-interaction effect. Drug 1: CC1CCC2CC(C(=CC=CC=CC(CC(C(=O)C(C(C(=CC(C(=O)CC(OC(=O)C3CCCCN3C(=O)C(=O)C1(O2)O)C(C)CC4CCC(C(C4)OC)O)C)C)O)OC)C)C)C)OC. Drug 2: CC(C)NC(=O)C1=CC=C(C=C1)CNNC.Cl. Cell line: NCIH23. Synergy scores: CSS=20.0, Synergy_ZIP=-1.93, Synergy_Bliss=5.35, Synergy_Loewe=-20.9, Synergy_HSA=1.14.